Dataset: Reaction yield outcomes from USPTO patents with 853,638 reactions. Task: Predict the reaction yield, written as a fraction of the theoretical maximum amount of product (1.0 means a 100% yield; for example, 0.34 means a 34% yield). The reactants are [CH3:1][O:2][C:3]([NH:5][C@@H:6]([CH:56]([CH3:58])[CH3:57])[C:7]([N:9]1[CH2:13][CH2:12][CH2:11][C@H:10]1[C:14]1[NH:18][C:17]2[CH:19]=[C:20]([C:23]3[CH:55]=[CH:54][C:26]4[C:27]5[CH:33]=[CH:32][C:31]([C:34]6[NH:38][C:37]([C@@H:39]7[CH2:43][CH2:42][CH2:41][N:40]7C(OCC7C=CC=CC=7)=O)=[N:36][CH:35]=6)=[CH:30][C:28]=5[S:29][C:25]=4[CH:24]=3)[CH:21]=[CH:22][C:16]=2[N:15]=1)=[O:8])=[O:4].C(=O)([O-])[O-].[K+].[K+].[CH3:65][O:66][C:67]([NH:69][C@H:70]([C:74]1[CH:79]=[CH:78][CH:77]=[CH:76][CH:75]=1)[C:71](O)=[O:72])=[O:68].CCOC(C(C#N)=NOC(N1CCOCC1)=[N+](C)C)=O.F[P-](F)(F)(F)(F)F. The catalyst is O.C(O)C.[Pd].C(OCC)(=O)C. The product is [CH3:1][O:2][C:3]([NH:5][C@@H:6]([CH:56]([CH3:58])[CH3:57])[C:7]([N:9]1[CH2:13][CH2:12][CH2:11][C@H:10]1[C:14]1[NH:18][C:22]2[CH:21]=[C:20]([C:23]3[CH:55]=[CH:54][C:26]4[C:27]5[CH:33]=[CH:32][C:31]([C:34]6[NH:38][C:37]([C@@H:39]7[CH2:43][CH2:42][CH2:41][N:40]7[C:71](=[O:72])[C@H:70]([NH:69][C:67](=[O:68])[O:66][CH3:65])[C:74]7[CH:79]=[CH:78][CH:77]=[CH:76][CH:75]=7)=[N:36][CH:35]=6)=[CH:30][C:28]=5[S:29][C:25]=4[CH:24]=3)[CH:19]=[CH:17][C:16]=2[N:15]=1)=[O:8])=[O:4]. The yield is 0.470.